The task is: Predict which catalyst facilitates the given reaction.. This data is from Catalyst prediction with 721,799 reactions and 888 catalyst types from USPTO. Reactant: Cl[C:2]([O:4][CH3:5])=[O:3].[NH2:6][CH2:7][C@@H:8]1[O:12][C:11](=[O:13])[N:10]([C:14]2[CH:25]=[CH:24][C:17]3[N:18]([CH3:23])[C:19](=[O:22])[O:20][CH2:21][C:16]=3[CH:15]=2)[CH2:9]1.C(N(CC)C(C)C)(C)C. Product: [CH3:23][N:18]1[C:17]2[CH:24]=[CH:25][C:14]([N:10]3[CH2:9][C@H:8]([CH2:7][NH:6][C:2](=[O:3])[O:4][CH3:5])[O:12][C:11]3=[O:13])=[CH:15][C:16]=2[CH2:21][O:20][C:19]1=[O:22]. The catalyst class is: 4.